From a dataset of Reaction yield outcomes from USPTO patents with 853,638 reactions. Predict the reaction yield, written as a fraction of the theoretical maximum amount of product (1.0 means a 100% yield; for example, 0.34 means a 34% yield). The reactants are [CH:1]1[C:13]2[N:12]([CH:14]3[C:23]4[C:18](=[CH:19][CH:20]=[CH:21][CH:22]=4)[N:17]([C:24](=[O:35])[C:25]4[CH:30]=[CH:29][C:28]([O:31][CH3:32])=[C:27]([O:33][CH3:34])[CH:26]=4)[CH:16]([CH2:36][CH2:37][CH2:38][CH2:39][CH2:40][OH:41])[CH2:15]3)[C:11]3[C:6](=[CH:7][CH:8]=[CH:9][CH:10]=3)[C:5]=2[CH:4]=[CH:3][CH:2]=1.[F:42][C:43]1[CH:48]=[CH:47][C:46](O)=[CH:45][CH:44]=1.N(C(OCC)=O)=NC(OCC)=O.C1(P(C2C=CC=CC=2)C2C=CC=CC=2)C=CC=CC=1. The catalyst is O1CCCC1. The product is [CH3:34][O:33][C:27]1[CH:26]=[C:25]([CH:30]=[CH:29][C:28]=1[O:31][CH3:32])[C:24]([N:17]1[C:18]2[C:23](=[CH:22][CH:21]=[CH:20][CH:19]=2)[CH:14]([N:12]2[C:13]3[CH:1]=[CH:2][CH:3]=[CH:4][C:5]=3[C:6]3[C:11]2=[CH:10][CH:9]=[CH:8][CH:7]=3)[CH2:15][CH:16]1[CH2:36][CH2:37][CH2:38][CH2:39][CH2:40][O:41][C:46]1[CH:47]=[CH:48][C:43]([F:42])=[CH:44][CH:45]=1)=[O:35]. The yield is 0.930.